Task: Predict the reaction yield, written as a fraction of the theoretical maximum amount of product (1.0 means a 100% yield; for example, 0.34 means a 34% yield).. Dataset: Reaction yield outcomes from USPTO patents with 853,638 reactions (1) The reactants are [Cl:1][C:2]1[CH:3]=[C:4]([NH:16][C:17]2[C:26]3[C:21](=[CH:22][C:23]([O:39][CH2:40][CH3:41])=[C:24]([NH:27][C:28](=[O:38])[CH2:29]P(OCC)(OCC)=O)[CH:25]=3)[N:20]=[CH:19][C:18]=2[C:42]#[N:43])[CH:5]=[CH:6][C:7]=1[O:8][CH2:9][C:10]1[CH:15]=[CH:14][CH:13]=[CH:12][N:11]=1.C[Si]([N-][Si](C)(C)C)(C)C.[Li+].C1(C)C=CC=CC=1.[CH3:61][N:62]1[CH2:66][CH2:65][CH2:64][C@H:63]1[CH:67]=O. The catalyst is O1CCCC1.CO.O. The product is [Cl:1][C:2]1[CH:3]=[C:4]([NH:16][C:17]2[C:26]3[C:21](=[CH:22][C:23]([O:39][CH2:40][CH3:41])=[C:24]([NH:27][C:28](=[O:38])/[CH:29]=[CH:67]/[C@@H:63]4[CH2:64][CH2:65][CH2:66][N:62]4[CH3:61])[CH:25]=3)[N:20]=[CH:19][C:18]=2[C:42]#[N:43])[CH:5]=[CH:6][C:7]=1[O:8][CH2:9][C:10]1[CH:15]=[CH:14][CH:13]=[CH:12][N:11]=1. The yield is 0.535. (2) The reactants are C[O:2][C:3](=O)[C:4]1[CH:9]=[CH:8][C:7]([NH:10][C:11](=[O:34])[CH:12]([C:20]2[CH:25]=[CH:24][C:23]([S:26]([CH3:29])(=[O:28])=[O:27])=[C:22]([C:30]([F:33])([F:32])[F:31])[CH:21]=2)[CH2:13][CH:14]2[CH2:19][CH2:18][CH2:17][CH2:16][O:15]2)=[N:6][CH:5]=1.[H-].[Al+3].[Li+].[H-].[H-].[H-]. The catalyst is C(OCC)C. The product is [OH:2][CH2:3][C:4]1[CH:9]=[CH:8][C:7]([NH:10][C:11](=[O:34])[CH:12]([C:20]2[CH:25]=[CH:24][C:23]([S:26]([CH3:29])(=[O:28])=[O:27])=[C:22]([C:30]([F:32])([F:33])[F:31])[CH:21]=2)[CH2:13][CH:14]2[CH2:19][CH2:18][CH2:17][CH2:16][O:15]2)=[N:6][CH:5]=1. The yield is 0.360. (3) The reactants are [H-].[Al+3].[Li+].[H-].[H-].[H-].[Si:7]([O:14][CH2:15][CH2:16][N:17]1[C:25]2[C:20](=[CH:21][CH:22]=[CH:23][CH:24]=2)[C:19]([CH2:26][CH2:27][C:28](O)=[O:29])=[CH:18]1)([C:10]([CH3:13])([CH3:12])[CH3:11])([CH3:9])[CH3:8].C(=O)(O)[O-].[Na+]. The catalyst is C(OCC)C. The product is [Si:7]([O:14][CH2:15][CH2:16][N:17]1[C:25]2[C:20](=[CH:21][CH:22]=[CH:23][CH:24]=2)[C:19]([CH2:26][CH2:27][CH2:28][OH:29])=[CH:18]1)([C:10]([CH3:13])([CH3:12])[CH3:11])([CH3:9])[CH3:8]. The yield is 0.830.